From a dataset of Forward reaction prediction with 1.9M reactions from USPTO patents (1976-2016). Predict the product of the given reaction. (1) Given the reactants [Cl:1][C:2]1[CH:3]=[C:4]2[CH:10]=[C:9]([C:11]([NH:13][C@@H:14]([CH2:18][C:19]3[CH:24]=[CH:23][CH:22]=[CH:21][CH:20]=3)[C:15]([OH:17])=O)=[O:12])[NH:8][C:5]2=[CH:6][N:7]=1.[OH:25][C@H:26]1[CH2:30][CH2:29][NH:28][CH2:27]1.C1C=CC2N(O)N=NC=2C=1.CCN(C(C)C)C(C)C.CCN=C=NCCCN(C)C, predict the reaction product. The product is: [CH2:18]([C@H:14]([NH:13][C:11]([C:9]1[NH:8][C:5]2=[CH:6][N:7]=[C:2]([Cl:1])[CH:3]=[C:4]2[CH:10]=1)=[O:12])[C:15]([N:28]1[CH2:29][CH2:30][C@H:26]([OH:25])[CH2:27]1)=[O:17])[C:19]1[CH:20]=[CH:21][CH:22]=[CH:23][CH:24]=1. (2) Given the reactants [N:1]1[CH:2]=[C:3]([C:10]2[CH:11]=[C:12]([C:16]([OH:18])=O)[S:13][C:14]=2[CH3:15])[N:4]2[C:9]=1[CH:8]=[CH:7][CH:6]=[N:5]2.F[P-](F)(F)(F)(F)F.N1(O[P+](N(C)C)(N(C)C)N(C)C)C2C=CC=CC=2N=N1.C(OC(=O)[NH:52][C@@H:53]1[CH2:58][CH2:57][CH2:56][C:55]([F:60])([F:59])[C@@H:54]1[NH2:61])(C)(C)C.C(N(C(C)C)CC)(C)C.FC(F)(F)C(O)=O, predict the reaction product. The product is: [NH2:52][C@H:53]1[C@@H:54]([NH:61][C:16]([C:12]2[S:13][C:14]([CH3:15])=[C:10]([C:3]3[N:4]4[N:5]=[CH:6][CH:7]=[CH:8][C:9]4=[N:1][CH:2]=3)[CH:11]=2)=[O:18])[C:55]([F:60])([F:59])[CH2:56][CH2:57][CH2:58]1. (3) Given the reactants Br[C:2]1[S:6][CH:5]=[C:4]([C:7]([N:9]2[CH2:14][CH2:13][CH2:12][C:11]([CH3:16])([CH3:15])[CH2:10]2)=[O:8])[CH:3]=1.[NH:17]1[CH2:22][CH2:21][O:20][CH2:19][CH2:18]1.[O-]P([O-])([O-])=O.[K+].[K+].[K+], predict the reaction product. The product is: [CH3:15][C:11]1([CH3:16])[CH2:12][CH2:13][CH2:14][N:9]([C:7]([C:4]2[CH:3]=[C:2]([N:17]3[CH2:22][CH2:21][O:20][CH2:19][CH2:18]3)[S:6][CH:5]=2)=[O:8])[CH2:10]1.